From a dataset of Catalyst prediction with 721,799 reactions and 888 catalyst types from USPTO. Predict which catalyst facilitates the given reaction. (1) Reactant: [Br:1][C:2]1[CH:3]=[CH:4][C:5]([OH:13])=[C:6]([CH:12]=1)[C:7]([O:9][CH2:10][CH3:11])=[O:8].C(=O)([O-])[O-].[Cs+].[Cs+].I[CH2:21][CH3:22]. Product: [Br:1][C:2]1[CH:3]=[CH:4][C:5]([O:13][CH2:21][CH3:22])=[C:6]([CH:12]=1)[C:7]([O:9][CH2:10][CH3:11])=[O:8]. The catalyst class is: 3. (2) Reactant: [BH4-].[Na+].[Cl:3][C:4]1[N:5]=[C:6]2[CH:11]=[CH:10][CH:9]=[CH:8][N:7]2[C:12]=1[CH:13]=[O:14].O. Product: [Cl:3][C:4]1[N:5]=[C:6]2[CH:11]=[CH:10][CH:9]=[CH:8][N:7]2[C:12]=1[CH2:13][OH:14]. The catalyst class is: 14.